From a dataset of CYP2D6 inhibition data for predicting drug metabolism from PubChem BioAssay. Regression/Classification. Given a drug SMILES string, predict its absorption, distribution, metabolism, or excretion properties. Task type varies by dataset: regression for continuous measurements (e.g., permeability, clearance, half-life) or binary classification for categorical outcomes (e.g., BBB penetration, CYP inhibition). Dataset: cyp2d6_veith. The compound is N#CCCn1c(=O)c(-c2ccccc2)nc2cnc(Oc3ccccc3)nc21. The result is 0 (non-inhibitor).